The task is: Predict the product of the given reaction.. This data is from Forward reaction prediction with 1.9M reactions from USPTO patents (1976-2016). Given the reactants Br[C:2]1[S:3][CH:4]=[CH:5][N:6]=1.[NH2:7][C:8]1[CH:9]=[C:10](C)[CH:11]=[C:12]([OH:14])[CH:13]=1.Cl.[CH3:17]CO, predict the reaction product. The product is: [CH3:17][C:11]1[CH:10]=[CH:9][C:8]([NH:7][C:2]2[S:3][CH:4]=[CH:5][N:6]=2)=[CH:13][C:12]=1[OH:14].